Predict the reaction yield, written as a fraction of the theoretical maximum amount of product (1.0 means a 100% yield; for example, 0.34 means a 34% yield). From a dataset of Reaction yield outcomes from USPTO patents with 853,638 reactions. (1) The reactants are [NH2:1][C@@H:2]([C:4]1[CH:9]=[CH:8][C:7]([NH:10][S:11]([CH3:14])(=[O:13])=[O:12])=[C:6]([C:15]#[C:16][Si:17]([CH3:20])([CH3:19])[CH3:18])[CH:5]=1)[CH3:3].C(N(CC)CC)C.[C:28]([C:32]1[CH:37]=[CH:36][C:35]([N:38]=[C:39]=[O:40])=[CH:34][CH:33]=1)([CH3:31])([CH3:30])[CH3:29]. The catalyst is C(Cl)Cl. The product is [C:28]([C:32]1[CH:37]=[CH:36][C:35]([NH:38][C:39](=[O:40])[NH:1][C@@H:2]([C:4]2[CH:9]=[CH:8][C:7]([NH:10][S:11]([CH3:14])(=[O:13])=[O:12])=[C:6]([C:15]#[C:16][Si:17]([CH3:18])([CH3:20])[CH3:19])[CH:5]=2)[CH3:3])=[CH:34][CH:33]=1)([CH3:31])([CH3:29])[CH3:30]. The yield is 0.390. (2) The reactants are [CH3:1][O:2][C:3]1[C:8]2[N:9]=[C:10]([NH2:12])[S:11][C:7]=2[CH:6]=[CH:5][CH:4]=1.[Cl:13][C:14]1[CH:15]=[C:16]([CH:20]=[CH:21][CH:22]=1)[C:17](Cl)=[O:18].Br[CH:24]([CH3:30])[C:25]([O:27]CC)=[O:26].FC1C2N=C(N)SC=2C=C(F)C=1.C1(C)C=CC(C(Cl)=O)=CC=1.BrCC(OCC)=O. No catalyst specified. The product is [Cl:13][C:14]1[CH:15]=[C:16]([CH:20]=[CH:21][CH:22]=1)[C:17]([N:12]=[C:10]1[N:9]([CH:24]([CH3:30])[C:25]([OH:27])=[O:26])[C:8]2[C:3]([O:2][CH3:1])=[CH:4][CH:5]=[CH:6][C:7]=2[S:11]1)=[O:18]. The yield is 0.380. (3) The reactants are BrCCBr.C[Si](Cl)(C)C.[CH3:10][O:11][C:12](=[O:21])/[C:13](/I)=[CH:14]\[CH:15]1[CH2:19][CH2:18][CH2:17][CH2:16]1.C1(P(C2C=CC=CC=2)C2C=CC=CC=2)C=CC=CC=1.Br[C:42]1[CH:47]=[CH:46][C:45]([N:48]2[C:52]([CH3:53])=[N:51][N:50]=[N:49]2)=[C:44]([C:54]([F:57])([F:56])[F:55])[CH:43]=1.[Cl-].[NH4+]. The catalyst is O1CCCC1.[Zn].C1C=CC(/C=C/C(/C=C/C2C=CC=CC=2)=O)=CC=1.C1C=CC(/C=C/C(/C=C/C2C=CC=CC=2)=O)=CC=1.[Pd]. The product is [CH3:10][O:11][C:12](=[O:21])/[C:13](/[C:42]1[CH:47]=[CH:46][C:45]([N:48]2[C:52]([CH3:53])=[N:51][N:50]=[N:49]2)=[C:44]([C:54]([F:57])([F:56])[F:55])[CH:43]=1)=[CH:14]/[CH:15]1[CH2:19][CH2:18][CH2:17][CH2:16]1. The yield is 0.776. (4) The catalyst is CN(C=O)C.O. The product is [CH3:28][O:29][C:30](=[O:50])[C:31]1[C:32](=[CH:36][CH:37]=[CH:38][C:39]=1[CH2:40][N:41]([C:43]([O:45][C:46]([CH3:49])([CH3:48])[CH3:47])=[O:44])[CH3:42])[C:33]([N:15]([CH2:16][CH3:17])[CH2:13][CH3:14])=[O:35]. The reactants are Cl.CN(C)CCCN=C=NCC.[CH2:13]([NH:15][CH2:16][CH3:17])[CH3:14].ON1C2C=CC=CC=2N=N1.[CH3:28][O:29][C:30](=[O:50])[C:31]1[C:32](=[CH:36][CH:37]=[CH:38][C:39]=1[CH2:40][N:41]([C:43]([O:45][C:46]([CH3:49])([CH3:48])[CH3:47])=[O:44])[CH3:42])[C:33]([OH:35])=O. The yield is 0.790. (5) The reactants are [Cl:1][CH2:2][CH2:3][CH2:4][CH2:5][CH2:6][CH2:7][OH:8].[Si:9](O[Si:9]([C:12]([CH3:15])([CH3:14])[CH3:13])([CH3:11])[CH3:10])([C:12]([CH3:15])([CH3:14])[CH3:13])([CH3:11])[CH3:10]. No catalyst specified. The product is [C:12]([Si:9]([O:8][CH2:7][CH2:6][CH2:5][CH2:4][CH2:3][CH2:2][Cl:1])([CH3:11])[CH3:10])([CH3:15])([CH3:14])[CH3:13]. The yield is 0.890. (6) The reactants are [CH3:1][P:2](=[O:19])([CH3:18])[C:3]1[CH:8]=[CH:7][C:6]([N+:9]([O-])=O)=[C:5]([S:12]([CH:15]([CH3:17])[CH3:16])(=[O:14])=[O:13])[CH:4]=1. The catalyst is C(O)C.[Pd]. The product is [CH3:18][P:2]([C:3]1[CH:8]=[CH:7][C:6]([NH2:9])=[C:5]([S:12]([CH:15]([CH3:17])[CH3:16])(=[O:14])=[O:13])[CH:4]=1)([CH3:1])=[O:19]. The yield is 0.500. (7) The yield is 0.750. The catalyst is C(Cl)Cl.C(Cl)(Cl)Cl. The reactants are [CH:1]1[C:9]2[C:8]3[CH:10]=[CH:11][CH:12]=[CH:13][C:7]=3[O:6][C:5]=2[CH:4]=[CH:3][CH:2]=1.[C:14](Cl)(=[O:21])[C:15]1[CH:20]=[CH:19][CH:18]=[CH:17][CH:16]=1.[Al+3].[Cl-].[Cl-].[Cl-].CCCCCC. The product is [CH:1]1[C:9]2[C:8]3[CH:10]=[CH:11][CH:12]=[CH:13][C:7]=3[O:6][C:5]=2[CH:4]=[CH:3][C:2]=1[C:14]([C:15]1[CH:20]=[CH:19][CH:18]=[CH:17][CH:16]=1)=[O:21]. (8) The reactants are [C:1]([O:5][C:6](=[O:17])[NH:7][C:8]1[CH:13]=[C:12]([O:14][CH3:15])[CH:11]=[CH:10][C:9]=1[CH3:16])([CH3:4])([CH3:3])[CH3:2].[Li]C(CC)C.[CH:23](=[O:26])[CH2:24][CH3:25]. The catalyst is C1COCC1. The product is [C:1]([O:5][C:6](=[O:17])[NH:7][C:8]1[CH:13]=[C:12]([O:14][CH3:15])[CH:11]=[CH:10][C:9]=1[CH2:16][CH:23]([OH:26])[CH2:24][CH3:25])([CH3:4])([CH3:3])[CH3:2]. The yield is 0.390. (9) The reactants are [CH2:1]([N:3]([CH2:13][CH3:14])[C:4]1[CH:11]=[CH:10][C:7]([CH:8]=O)=[C:6]([OH:12])[CH:5]=1)[CH3:2].C[O:16][C:17](=O)[CH2:18][C:19]1[CH:24]=[CH:23][C:22]([O:25][CH3:26])=[CH:21][CH:20]=1.N1CCCCC1.[H][H]. The catalyst is C(#N)C. The product is [CH2:1]([N:3]([CH2:13][CH3:14])[C:4]1[CH:5]=[C:6]2[C:7]([CH:8]=[C:18]([C:19]3[CH:24]=[CH:23][C:22]([O:25][CH3:26])=[CH:21][CH:20]=3)[C:17](=[O:16])[O:12]2)=[CH:10][CH:11]=1)[CH3:2]. The yield is 0.170.